This data is from Full USPTO retrosynthesis dataset with 1.9M reactions from patents (1976-2016). The task is: Predict the reactants needed to synthesize the given product. (1) Given the product [N:17]1[CH:22]=[CH:21][CH:20]=[CH:19][C:18]=1[CH2:24][NH:12][C:10](=[O:11])[C:9]1[CH:13]=[CH:14][CH:15]=[N:16][CH:8]=1, predict the reactants needed to synthesize it. The reactants are: N1C=CC=C(C[C:8]2[N:16]=[CH:15][CH:14]=[CH:13][C:9]=2[C:10]([NH2:12])=[O:11])C=1.[N:17]1[CH:22]=[CH:21][CH:20]=[CH:19][CH:18]=1.Cl.[C:24](Cl)(=O)C1C=CC=NC=1.C(Cl)Cl.CO. (2) Given the product [N+:15]([C:12]1[CH:13]=[C:14]2[C:9](=[CH:10][CH:11]=1)[CH2:8][NH:7][CH2:6]2)([O-:17])=[O:16], predict the reactants needed to synthesize it. The reactants are: S(=O)(=O)(O)O.[CH2:6]1[C:14]2[C:9](=[CH:10][CH:11]=[CH:12][CH:13]=2)[CH2:8][NH:7]1.[N+:15]([O-])([OH:17])=[O:16]. (3) Given the product [F:7][C:8]1[C:9]([CH2:16][OH:17])=[CH:10][C:11]([O:14][CH3:15])=[N:12][CH:13]=1, predict the reactants needed to synthesize it. The reactants are: B.O1CCCC1.[F:7][C:8]1[C:9]([C:16](O)=[O:17])=[CH:10][C:11]([O:14][CH3:15])=[N:12][CH:13]=1.